Dataset: NCI-60 drug combinations with 297,098 pairs across 59 cell lines. Task: Regression. Given two drug SMILES strings and cell line genomic features, predict the synergy score measuring deviation from expected non-interaction effect. (1) Drug 1: CCCS(=O)(=O)NC1=C(C(=C(C=C1)F)C(=O)C2=CNC3=C2C=C(C=N3)C4=CC=C(C=C4)Cl)F. Drug 2: C1=NC2=C(N1)C(=S)N=CN2. Cell line: SF-295. Synergy scores: CSS=14.9, Synergy_ZIP=-11.3, Synergy_Bliss=-7.05, Synergy_Loewe=-26.3, Synergy_HSA=-7.24. (2) Drug 1: C1=NC2=C(N=C(N=C2N1C3C(C(C(O3)CO)O)F)Cl)N. Drug 2: CN(C(=O)NC(C=O)C(C(C(CO)O)O)O)N=O. Cell line: HT29. Synergy scores: CSS=-1.28, Synergy_ZIP=2.06, Synergy_Bliss=1.89, Synergy_Loewe=0.309, Synergy_HSA=-0.0685.